Dataset: Reaction yield outcomes from USPTO patents with 853,638 reactions. Task: Predict the reaction yield, written as a fraction of the theoretical maximum amount of product (1.0 means a 100% yield; for example, 0.34 means a 34% yield). (1) The reactants are [CH2:1]([O:8][C:9]1[C:14](=[O:15])[N:13]2[CH:16]=[C:17]([CH3:20])[CH:18]=[CH:19][C:12]2=[N:11][C:10]=1[C:21](O)=[O:22])[C:2]1[CH:7]=[CH:6][CH:5]=[CH:4][CH:3]=1.[CH3:24][C:25]1[CH:26]=[C:27]([CH:32]=[CH:33][CH:34]=1)[C:28]([NH:30][NH2:31])=[O:29].ON1C2C=CC=CC=2N=N1.Cl.CN(C)CCCN=C=NCC. The catalyst is O1CCCC1. The product is [CH2:1]([O:8][C:9]1[C:14](=[O:15])[N:13]2[CH:16]=[C:17]([CH3:20])[CH:18]=[CH:19][C:12]2=[N:11][C:10]=1[C:21]([NH:31][NH:30][C:28](=[O:29])[C:27]1[CH:32]=[CH:33][CH:34]=[C:25]([CH3:24])[CH:26]=1)=[O:22])[C:2]1[CH:3]=[CH:4][CH:5]=[CH:6][CH:7]=1. The yield is 0.530. (2) The reactants are [CH2:1]([Li])[CH2:2][CH2:3][CH3:4].C([C@@H]1C[C:15]2[C:10](=[CH:11][CH:12]=[CH:13][CH:14]=2)[N:9]1[C:17]([O:19][C:20]([CH3:23])([CH3:22])[CH3:21])=[O:18])=O. The catalyst is [Br-].C[P+](C1C=CC=CC=1)(C1C=CC=CC=1)C1C=CC=CC=1.O1CCCC1. The product is [CH:3]([C@@H:2]1[CH2:1][C:15]2[C:10](=[CH:11][CH:12]=[CH:13][CH:14]=2)[N:9]1[C:17]([O:19][C:20]([CH3:23])([CH3:22])[CH3:21])=[O:18])=[CH2:4]. The yield is 0.890. (3) The reactants are [I:1]N1C(=O)CCC1=O.[NH2:9][C:10]1[CH:19]=[C:18]([C:20]2[N:24]([CH3:25])[N:23]=[N:22][C:21]=2[CH3:26])[CH:17]=[C:16]2[C:11]=1[CH2:12][CH2:13][NH:14][C:15]2=[O:27].ClCCl.CO. The catalyst is C(O)(=O)C. The product is [NH2:9][C:10]1[C:19]([I:1])=[C:18]([C:20]2[N:24]([CH3:25])[N:23]=[N:22][C:21]=2[CH3:26])[CH:17]=[C:16]2[C:11]=1[CH2:12][CH2:13][NH:14][C:15]2=[O:27]. The yield is 0.600. (4) The reactants are [Br:1][C:2]1[CH:7]=[CH:6][CH:5]=[C:4]([NH:8][C:9]([NH:11]C(=O)C2C=CC=CC=2)=[S:10])[N:3]=1.[OH-].[Na+].Cl.C(=O)(O)[O-].[K+]. No catalyst specified. The product is [Br:1][C:2]1[N:3]=[C:4]([NH:8][C:9]([NH2:11])=[S:10])[CH:5]=[CH:6][CH:7]=1. The yield is 0.940. (5) The reactants are [CH3:1][O:2][C:3]1[CH:4]=[C:5]([C:9]2[C:10]([C:15]3[CH:20]=[CH:19][CH:18]=[CH:17][CH:16]=3)=[CH:11][CH:12]=[CH:13][CH:14]=2)[CH:6]=[CH:7][CH:8]=1. The catalyst is [Fe](Cl)(Cl)Cl.C(Cl)Cl. The product is [CH3:1][O:2][C:3]1[CH:8]=[CH:7][C:6]2[C:20]3[C:15](=[CH:16][CH:17]=[CH:18][CH:19]=3)[C:10]3[C:9](=[CH:14][CH:13]=[CH:12][CH:11]=3)[C:5]=2[CH:4]=1. The yield is 0.600. (6) The reactants are [OH:1][C:2]1[C:3]([C:19]([F:22])([F:21])[F:20])=[C:4]2[C:8](=[CH:9][CH:10]=1)[NH:7][C:6]([CH3:11])=[C:5]2[C:12]([O:14][C:15]([CH3:18])([CH3:17])[CH3:16])=[O:13].CCN(C(C)C)C(C)C.C1(N([S:39]([C:42]([F:45])([F:44])[F:43])(=[O:41])=[O:40])[S:39]([C:42]([F:45])([F:44])[F:43])(=[O:41])=[O:40])C=CC=CC=1. The catalyst is CC#N.CCOC(C)=O. The product is [CH3:11][C:6]1[NH:7][C:8]2[C:4]([C:5]=1[C:12]([O:14][C:15]([CH3:18])([CH3:17])[CH3:16])=[O:13])=[C:3]([C:19]([F:22])([F:20])[F:21])[C:2]([O:1][S:39]([C:42]([F:45])([F:44])[F:43])(=[O:41])=[O:40])=[CH:10][CH:9]=2. The yield is 0.750. (7) The reactants are [CH:1]([N:4]1[CH2:9][CH2:8][CH:7]([O:10][C:11]2[CH:19]=[CH:18][C:17]3[N:16]4[CH2:20][CH2:21][NH:22][C:23](=[O:24])[C:15]4=[CH:14][C:13]=3[CH:12]=2)[CH2:6][CH2:5]1)([CH3:3])[CH3:2].[H-].[Na+].[CH3:27][O:28][C:29]1[CH:30]=[C:31]([CH:34]=[CH:35][CH:36]=1)[CH2:32]Cl. No catalyst specified. The product is [CH:1]([N:4]1[CH2:9][CH2:8][CH:7]([O:10][C:11]2[CH:19]=[CH:18][C:17]3[N:16]4[CH2:20][CH2:21][N:22]([CH2:32][C:31]5[CH:34]=[CH:35][CH:36]=[C:29]([O:28][CH3:27])[CH:30]=5)[C:23](=[O:24])[C:15]4=[CH:14][C:13]=3[CH:12]=2)[CH2:6][CH2:5]1)([CH3:3])[CH3:2]. The yield is 0.740. (8) The reactants are [CH2:1]1[C:11]2=[C:12]3[C:7](=[CH:8][CH:9]=[CH:10]2)[C:6]([CH2:13][NH:14][CH3:15])=[CH:5][CH:4]=[C:3]3[CH2:2]1.[NH2:16][C:17]1[N:22]=[CH:21][C:20](/[CH:23]=[CH:24]/[C:25]([OH:27])=O)=[CH:19][CH:18]=1.C1C=CC2N(O)N=NC=2C=1.C(N(C(C)C)CC)(C)C.CCN=C=NCCCN(C)C.[ClH:58]. The catalyst is CN(C=O)C.O. The product is [ClH:58].[CH2:1]1[C:11]2=[C:12]3[C:7](=[CH:8][CH:9]=[CH:10]2)[C:6]([CH2:13][N:14]([CH3:15])[C:25](=[O:27])/[CH:24]=[CH:23]/[C:20]2[CH:21]=[N:22][C:17]([NH2:16])=[CH:18][CH:19]=2)=[CH:5][CH:4]=[C:3]3[CH2:2]1. The yield is 0.320. (9) The reactants are [H-].[Na+].[Br:3][C:4]1[CH:5]=[C:6]([NH2:13])[C:7]2[N:8]([CH:10]=[CH:11][N:12]=2)[CH:9]=1.Br[CH2:15][CH2:16][O:17][CH2:18][CH2:19]Br. The catalyst is CN(C=O)C. The product is [Br:3][C:4]1[CH:5]=[C:6]([N:13]2[CH2:19][CH2:18][O:17][CH2:16][CH2:15]2)[C:7]2[N:8]([CH:10]=[CH:11][N:12]=2)[CH:9]=1. The yield is 0.560. (10) The reactants are [H-].[Al+3].[Li+].[H-].[H-].[H-].[CH3:7][O:8][CH:9]([O:23][CH3:24])[CH:10]([S:15][CH2:16][C:17]1[CH:22]=[CH:21][CH:20]=[CH:19][CH:18]=1)[CH2:11][N+:12]([O-])=O.O.[OH-].[Na+]. The catalyst is O1CCCC1.C(OCC)(=O)C. The product is [CH2:16]([S:15][CH:10]([CH:9]([O:8][CH3:7])[O:23][CH3:24])[CH2:11][NH2:12])[C:17]1[CH:22]=[CH:21][CH:20]=[CH:19][CH:18]=1. The yield is 0.760.